Task: Predict the reaction yield, written as a fraction of the theoretical maximum amount of product (1.0 means a 100% yield; for example, 0.34 means a 34% yield).. Dataset: Reaction yield outcomes from USPTO patents with 853,638 reactions (1) The reactants are C(O)C.[CH2:4]1[CH:9]2CN[CH:6](C[CH2:8]2)[CH2:5]1.[H-].[Na+].[C:14]([OH:17])(=[O:16])[CH3:15]. The catalyst is C(Cl)Cl.[Cl-].[Na+].O.C(=O)(O)[O-].[Na+]. The product is [C:15]1([C:14]([OH:17])=[O:16])[CH2:8][CH2:9][CH2:4][CH2:5][CH:6]=1. The yield is 0.360. (2) The reactants are O.Cl.[OH:3][C:4]1[CH:13]=[CH:12][C:11]2[C:6](=[CH:7][CH:8]=[CH:9][CH:10]=2)[C:5]=1[C:14](=O)[CH3:15]. The product is [CH2:14]([C:5]1[C:6]2[C:11](=[CH:10][CH:9]=[CH:8][CH:7]=2)[CH:12]=[CH:13][C:4]=1[OH:3])[CH3:15]. The catalyst is [Zn].Cl[Hg]Cl.C1(C)C=CC=CC=1. The yield is 0.840. (3) The reactants are Br[C:2]1[CH:3]=[C:4]2[C:8](=[C:9]([CH2:11][CH3:12])[CH:10]=1)[NH:7][C:6]1[C:13]([CH2:19][CH2:20][OH:21])([CH2:17][CH3:18])[O:14][CH2:15][CH2:16][C:5]2=1.P([O-])([O-])([O-])=O.[K+].[K+].[K+].[C:30]1(B(O)O)[CH:35]=[CH:34][CH:33]=[CH:32][CH:31]=1.ClCCl. The catalyst is COCCOC.C1C=CC(P(C2C=CC=CC=2)[C-]2C=CC=C2)=CC=1.C1C=CC(P(C2C=CC=CC=2)[C-]2C=CC=C2)=CC=1.Cl[Pd]Cl.[Fe+2]. The product is [CH2:17]([C:13]1([CH2:19][CH2:20][OH:21])[C:6]2[NH:7][C:8]3[C:4]([C:5]=2[CH2:16][CH2:15][O:14]1)=[CH:3][C:2]([C:30]1[CH:35]=[CH:34][CH:33]=[CH:32][CH:31]=1)=[CH:10][C:9]=3[CH2:11][CH3:12])[CH3:18]. The yield is 0.200. (4) The reactants are [C:1]([C:4]1[CH:11]=[C:10]([Cl:12])[C:7]([C:8]#[N:9])=[C:6]([N:13]2[CH2:17][CH2:16][CH2:15][CH2:14]2)[C:5]=1[O:18][CH2:19][CH3:20])(=[O:3])[CH3:2].[BH4-].[Na+]. The catalyst is CO.C(OCC)(=O)C. The product is [Cl:12][C:10]1[C:7]([C:8]#[N:9])=[C:6]([N:13]2[CH2:14][CH2:15][CH2:16][CH2:17]2)[C:5]([O:18][CH2:19][CH3:20])=[C:4]([CH:1]([OH:3])[CH3:2])[CH:11]=1. The yield is 1.00. (5) The reactants are [CH:1](OCC)(OCC)OCC.[NH2:11][C:12]1[CH:17]=[CH:16][C:15]([CH:18]([CH3:22])[C:19]([OH:21])=[O:20])=[CH:14][CH:13]=1.[N-:23]=[N+:24]=[N-:25].[Na+].O. The catalyst is C(O)(=O)C. The product is [N:11]1([C:12]2[CH:13]=[CH:14][C:15]([CH:18]([CH3:22])[C:19]([OH:21])=[O:20])=[CH:16][CH:17]=2)[CH:1]=[N:25][N:24]=[N:23]1. The yield is 0.980. (6) The product is [Br:39][C:17]1[CH:18]=[CH:19][C:20]2=[C:22]3[C:16]=1[CH:15]=[CH:14][CH:13]=[C:12]3[C:11]1[C:10]([C:23]3[CH:28]=[CH:27][CH:26]=[CH:25][CH:24]=3)=[C:9]3[C:29](=[O:36])[N:30]([CH2:33][CH2:34][CH3:35])[C:31](=[O:32])[C:8]3=[C:7]([C:1]3[CH:6]=[CH:5][CH:4]=[CH:3][CH:2]=3)[C:21]=12. The yield is 1.00. The catalyst is C(O)(=O)C. The reactants are [C:1]1([C:7]2[C:21]3[C:20]4[C:22]5[C:16]([CH:17]=[CH:18][CH:19]=4)=[CH:15][CH:14]=[CH:13][C:12]=5[C:11]=3[C:10]([C:23]3[CH:28]=[CH:27][CH:26]=[CH:25][CH:24]=3)=[C:9]3[C:29](=[O:36])[N:30]([CH2:33][CH2:34][CH3:35])[C:31](=[O:32])[C:8]=23)[CH:6]=[CH:5][CH:4]=[CH:3][CH:2]=1.II.[Br:39]Br.